This data is from Forward reaction prediction with 1.9M reactions from USPTO patents (1976-2016). The task is: Predict the product of the given reaction. (1) Given the reactants [OH:1][C:2]1[CH:3]=[CH:4][C:5]2[N:6]([N:8]=[CH:9][C:10]=2[C:11]([O:13][CH2:14][CH3:15])=[O:12])[CH:7]=1.Br[CH2:17][C:18]([O:20]C(C)(C)C)=[O:19].C(=O)([O-])[O-].[Cs+].[Cs+].[Li+].[OH-].Cl, predict the reaction product. The product is: [CH2:14]([O:13][C:11]([C:10]1[CH:9]=[N:8][N:6]2[CH:7]=[C:2]([O:1][CH2:17][C:18]([OH:20])=[O:19])[CH:3]=[CH:4][C:5]=12)=[O:12])[CH3:15]. (2) Given the reactants F[C:2]1[CH:10]=[CH:9][CH:8]=[C:7](F)[C:3]=1[C:4]([OH:6])=[O:5].[CH2:12]([N-:14][CH2:15][CH3:16])[CH3:13].[Li+].O, predict the reaction product. The product is: [CH2:12]([N:14]([CH2:15][CH3:16])[C:2]1[CH:10]=[CH:9][CH:8]=[C:7]([N:14]([CH2:15][CH3:16])[CH2:12][CH3:13])[C:3]=1[C:4]([OH:6])=[O:5])[CH3:13]. (3) Given the reactants [NH2:1][C:2]1[CH:7]=[CH:6][C:5]([N:8]2[C:14](=[O:15])[CH2:13][C:12](=[O:16])[NH:11][C:10]3[C:17]4[C:22]([CH:23]=[CH:24][C:9]2=3)=[CH:21][CH:20]=[CH:19][CH:18]=4)=[CH:4][CH:3]=1.[CH3:25][C:26]1[CH:34]=[CH:33][CH:32]=[C:31]([CH3:35])[C:27]=1[C:28](Cl)=[O:29].C(NC1C=CC(N2C(=O)CC(=O)NC3C4C(C=CC2=3)=CC=CC=4)=CC=1)(=O)C1C=CC=CC=1, predict the reaction product. The product is: [CH3:25][C:26]1[CH:34]=[CH:33][CH:32]=[C:31]([CH3:35])[C:27]=1[C:28]([NH:1][C:2]1[CH:7]=[CH:6][C:5]([N:8]2[C:14](=[O:15])[CH2:13][C:12](=[O:16])[NH:11][C:10]3[C:17]4[C:22]([CH:23]=[CH:24][C:9]2=3)=[CH:21][CH:20]=[CH:19][CH:18]=4)=[CH:4][CH:3]=1)=[O:29]. (4) The product is: [CH:1]1([CH2:4][NH:5][C:6](=[O:23])[NH:7][C:8]2[CH:9]=[CH:10][C:11]([C:12]([N:14]([CH:15]3[CH2:19][CH2:18][N:17]([CH2:25][C:26]4[CH:27]=[CH:28][C:29]([C:32]([OH:41])([C:33]([F:34])([F:35])[F:36])[C:37]([F:38])([F:39])[F:40])=[CH:30][CH:31]=4)[CH2:16]3)[CH3:20])=[O:13])=[CH:21][CH:22]=2)[CH2:2][CH2:3]1. Given the reactants [CH:1]1([CH2:4][NH:5][C:6](=[O:23])[NH:7][C:8]2[CH:22]=[CH:21][C:11]([C:12]([N:14]([CH3:20])[CH:15]3[CH2:19][CH2:18][NH:17][CH2:16]3)=[O:13])=[CH:10][CH:9]=2)[CH2:3][CH2:2]1.Br[CH2:25][C:26]1[CH:31]=[CH:30][C:29]([C:32]([OH:41])([C:37]([F:40])([F:39])[F:38])[C:33]([F:36])([F:35])[F:34])=[CH:28][CH:27]=1.C(=O)([O-])[O-].[K+].[K+], predict the reaction product. (5) The product is: [C:1]([C:3]1[C:4]([N:17]2[CH2:18][CH:19]([C:21](=[O:23])[NH:36][S:33]([CH2:32][C:26]3[C:27]([F:31])=[CH:28][CH:29]=[CH:30][C:25]=3[F:24])(=[O:34])=[O:35])[CH2:20]2)=[N:5][C:6]([CH:14]([F:16])[F:15])=[C:7]([CH:8]=1)[C:9]([O:11][CH2:12][CH3:13])=[O:10])#[N:2]. Given the reactants [C:1]([C:3]1[C:4]([N:17]2[CH2:20][CH:19]([C:21]([OH:23])=O)[CH2:18]2)=[N:5][C:6]([CH:14]([F:16])[F:15])=[C:7]([C:9]([O:11][CH2:12][CH3:13])=[O:10])[CH:8]=1)#[N:2].[F:24][C:25]1[CH:30]=[CH:29][CH:28]=[C:27]([F:31])[C:26]=1[CH2:32][S:33]([NH2:36])(=[O:35])=[O:34], predict the reaction product. (6) Given the reactants [OH:1][CH:2]1[C:6]2([CH2:11][CH2:10][N:9]([C:12]([O:14][C:15]([CH3:18])([CH3:17])[CH3:16])=[O:13])[CH2:8][CH2:7]2)[C:5](=[O:19])[N:4]([C:20]2[CH2:21][O:22][C:23](=[O:26])[C:24]=2[CH3:25])[CH2:3]1.C(=O)(O)[O-].[Na+].CC(OI1(OC(C)=O)(OC(C)=O)OC(=O)C2C=CC=CC1=2)=O, predict the reaction product. The product is: [CH3:25][C:24]1[C:23](=[O:26])[O:22][CH2:21][C:20]=1[N:4]1[CH2:3][C:2](=[O:1])[C:6]2([CH2:7][CH2:8][N:9]([C:12]([O:14][C:15]([CH3:18])([CH3:17])[CH3:16])=[O:13])[CH2:10][CH2:11]2)[C:5]1=[O:19]. (7) Given the reactants [F:1][C:2]1[CH:7]=[CH:6][C:5]([C:8]2[O:9][C:10]3[CH:20]=[C:19]([CH2:21][S:22]([CH3:25])(=[O:24])=[O:23])[C:18]([OH:26])=[CH:17][C:11]=3[C:12]=2[C:13]([NH:15][CH3:16])=[O:14])=[CH:4][CH:3]=1.CCN(C(C)C)C(C)C.[F:36][C:37]([F:56])([F:55])[S:38](N(C1C=CC=CC=1)[S:38]([C:37]([F:56])([F:55])[F:36])(=[O:40])=[O:39])(=[O:40])=[O:39], predict the reaction product. The product is: [F:36][C:37]([F:56])([F:55])[S:38]([O:26][C:18]1[C:19]([CH2:21][S:22]([CH3:25])(=[O:23])=[O:24])=[CH:20][C:10]2[O:9][C:8]([C:5]3[CH:6]=[CH:7][C:2]([F:1])=[CH:3][CH:4]=3)=[C:12]([C:13](=[O:14])[NH:15][CH3:16])[C:11]=2[CH:17]=1)(=[O:40])=[O:39]. (8) Given the reactants [CH3:1][CH:2]([C:4]1[N:8]([CH2:9][CH2:10][C@@H:11]([OH:19])[CH2:12][C@@H:13]([OH:18])[CH2:14][C:15]([O-:17])=[O:16])[C:7]([C:20]2[CH:25]=[CH:24][C:23]([F:26])=[CH:22][CH:21]=2)=[C:6]([C:27]2[CH:32]=[CH:31][CH:30]=[CH:29][CH:28]=2)[C:5]=1[C:33]([NH:35][C:36]1[CH:41]=[CH:40][CH:39]=[CH:38][CH:37]=1)=[O:34])[CH3:3].[Na+].O.O.O.O.C([O-])(=O)C.[Mg+2:51].C([O-])(=O)C, predict the reaction product. The product is: [CH3:3][CH:2]([C:4]1[N:8]([CH2:9][CH2:10][C@@H:11]([OH:19])[CH2:12][C@@H:13]([OH:18])[CH2:14][C:15]([O-:17])=[O:16])[C:7]([C:20]2[CH:25]=[CH:24][C:23]([F:26])=[CH:22][CH:21]=2)=[C:6]([C:27]2[CH:32]=[CH:31][CH:30]=[CH:29][CH:28]=2)[C:5]=1[C:33]([NH:35][C:36]1[CH:41]=[CH:40][CH:39]=[CH:38][CH:37]=1)=[O:34])[CH3:1].[CH3:3][CH:2]([C:4]1[N:8]([CH2:9][CH2:10][C@@H:11]([OH:19])[CH2:12][C@@H:13]([OH:18])[CH2:14][C:15]([O-:17])=[O:16])[C:7]([C:20]2[CH:25]=[CH:24][C:23]([F:26])=[CH:22][CH:21]=2)=[C:6]([C:27]2[CH:32]=[CH:31][CH:30]=[CH:29][CH:28]=2)[C:5]=1[C:33]([NH:35][C:36]1[CH:41]=[CH:40][CH:39]=[CH:38][CH:37]=1)=[O:34])[CH3:1].[Mg+2:51]. (9) The product is: [CH:19]([O:1][C:2]1[CH:3]=[CH:4][C:5]([C:8]([O:10][CH3:11])=[O:9])=[N:6][CH:7]=1)([CH3:21])[CH3:20]. Given the reactants [OH:1][C:2]1[CH:3]=[CH:4][C:5]([C:8]([O:10][CH3:11])=[O:9])=[N:6][CH:7]=1.C(=O)([O-])[O-].[K+].[K+].Br[CH:19]([CH3:21])[CH3:20], predict the reaction product. (10) Given the reactants C(OC([CH:8]([NH:35][CH3:36])[CH2:9][O:10][C:11]1[CH:16]=[C:15]([C:17](C)(C)[O:18][SiH2]C(C)(C)C)[CH:14]=[C:13]([C:26](C)(C)[O:27][SiH2]C(C)(C)C)[CH:12]=1)=O)(C)(C)C.[ClH:37], predict the reaction product. The product is: [ClH:37].[OH:18][CH2:17][C:15]1[CH:16]=[C:11]([O:10][CH2:9][CH2:8][NH:35][CH3:36])[CH:12]=[C:13]([CH2:26][OH:27])[CH:14]=1.